Dataset: Merck oncology drug combination screen with 23,052 pairs across 39 cell lines. Task: Regression. Given two drug SMILES strings and cell line genomic features, predict the synergy score measuring deviation from expected non-interaction effect. (1) Cell line: EFM192B. Drug 1: Cn1nnc2c(C(N)=O)ncn2c1=O. Synergy scores: synergy=1.74. Drug 2: Cc1nc(Nc2ncc(C(=O)Nc3c(C)cccc3Cl)s2)cc(N2CCN(CCO)CC2)n1. (2) Drug 1: O=S1(=O)NC2(CN1CC(F)(F)F)C1CCC2Cc2cc(C=CCN3CCC(C(F)(F)F)CC3)ccc2C1. Drug 2: C#Cc1cccc(Nc2ncnc3cc(OCCOC)c(OCCOC)cc23)c1. Cell line: PA1. Synergy scores: synergy=29.8. (3) Drug 1: O=C(NOCC(O)CO)c1ccc(F)c(F)c1Nc1ccc(I)cc1F. Drug 2: NC1CCCCC1N.O=C(O)C(=O)O.[Pt+2]. Cell line: A427. Synergy scores: synergy=-12.1. (4) Drug 1: CCC1=CC2CN(C1)Cc1c([nH]c3ccccc13)C(C(=O)OC)(c1cc3c(cc1OC)N(C)C1C(O)(C(=O)OC)C(OC(C)=O)C4(CC)C=CCN5CCC31C54)C2. Synergy scores: synergy=-12.3. Drug 2: Cn1cc(-c2cnn3c(N)c(Br)c(C4CCCNC4)nc23)cn1. Cell line: SKMES1. (5) Drug 1: O=c1[nH]cc(F)c(=O)[nH]1. Drug 2: Cn1cc(-c2cnn3c(N)c(Br)c(C4CCCNC4)nc23)cn1. Cell line: UWB1289BRCA1. Synergy scores: synergy=-11.2. (6) Drug 1: COC12C(COC(N)=O)C3=C(C(=O)C(C)=C(N)C3=O)N1CC1NC12. Drug 2: CCc1cnn2c(NCc3ccc[n+]([O-])c3)cc(N3CCCCC3CCO)nc12. Cell line: SKMES1. Synergy scores: synergy=-9.03. (7) Drug 1: CCC1=CC2CN(C1)Cc1c([nH]c3ccccc13)C(C(=O)OC)(c1cc3c(cc1OC)N(C)C1C(O)(C(=O)OC)C(OC(C)=O)C4(CC)C=CCN5CCC31C54)C2. Drug 2: Cn1cc(-c2cnn3c(N)c(Br)c(C4CCCNC4)nc23)cn1. Cell line: SW837. Synergy scores: synergy=-2.57.